This data is from CYP1A2 inhibition data for predicting drug metabolism from PubChem BioAssay. The task is: Regression/Classification. Given a drug SMILES string, predict its absorption, distribution, metabolism, or excretion properties. Task type varies by dataset: regression for continuous measurements (e.g., permeability, clearance, half-life) or binary classification for categorical outcomes (e.g., BBB penetration, CYP inhibition). Dataset: cyp1a2_veith. (1) The molecule is CO[C@@H]1COC(=O)C/C=C\[C@@H](C)[C@@H]2C=C[C@H](O)[C@@H](COC(=O)C/C=C\[C@H]1C)O2. The result is 0 (non-inhibitor). (2) The drug is O=c1c(-c2ccc(Cl)cc2)nc2cnc(N3CCOCC3)nc2n1C[C@H]1CCCO1. The result is 1 (inhibitor). (3) The compound is COc1ccc2[nH]c(C(=O)c3ccccc3)cc2c1. The result is 1 (inhibitor).